From a dataset of Reaction yield outcomes from USPTO patents with 853,638 reactions. Predict the reaction yield, written as a fraction of the theoretical maximum amount of product (1.0 means a 100% yield; for example, 0.34 means a 34% yield). (1) The reactants are [CH3:1][O:2][C:3]1[CH:8]=[C:7](Br)[C:6]([F:10])=[CH:5][C:4]=1[N+:11]([O-:13])=[O:12].O.[CH2:15](O)[CH2:16]C. The catalyst is C1C=CC(P(C2C=CC=CC=2)[C-]2C=CC=C2)=CC=1.C1C=CC(P(C2C=CC=CC=2)[C-]2C=CC=C2)=CC=1.Cl[Pd]Cl.[Fe+2]. The product is [CH3:1][O:2][C:3]1[CH:8]=[C:7]([CH:15]=[CH2:16])[C:6]([F:10])=[CH:5][C:4]=1[N+:11]([O-:13])=[O:12]. The yield is 0.860. (2) The reactants are [N:1]1[CH:6]=[CH:5][CH:4]=[CH:3][C:2]=1[CH:7]([CH3:11])[C:8]([OH:10])=O.[Cl:12][C:13]1[CH:14]=[C:15]([N:19]2[C:23]([CH2:24][NH2:25])=[CH:22][C:21]([C:26]([F:29])([F:28])[F:27])=[N:20]2)[CH:16]=[CH:17][CH:18]=1.F[B-](F)(F)F.N1(OC(N(C)C)=[N+](C)C)C2C=CC=CC=2N=N1.C(N(C(C)C)C(C)C)C. The catalyst is O1CCCC1.CN(C)C=O. The product is [Cl:12][C:13]1[CH:14]=[C:15]([N:19]2[C:23]([CH2:24][NH:25][C:8](=[O:10])[CH:7]([C:2]3[CH:3]=[CH:4][CH:5]=[CH:6][N:1]=3)[CH3:11])=[CH:22][C:21]([C:26]([F:27])([F:28])[F:29])=[N:20]2)[CH:16]=[CH:17][CH:18]=1. The yield is 0.130. (3) The product is [Cl:20][C:15]1[CH:14]=[C:13](/[CH:12]=[CH:11]/[CH2:10][CH2:9][OH:8])[CH:18]=[CH:17][C:16]=1[Cl:19]. The catalyst is C1COCC1.C(OCC)(=O)C. The reactants are C([Si]([O:8][CH2:9][CH2:10]/[CH:11]=[CH:12]/[C:13]1[CH:18]=[CH:17][C:16]([Cl:19])=[C:15]([Cl:20])[CH:14]=1)(C)C)(C)(C)C.CCCC[N+](CCCC)(CCCC)CCCC.[F-]. The yield is 0.970. (4) The reactants are [NH2:1][C:2]1[CH:9]=[CH:8][C:5]([CH2:6][OH:7])=[CH:4][CH:3]=1.C(N(CC)CC)C.[CH3:17][Si:18]([CH3:21])([CH3:20])Cl. The catalyst is C1COCC1. The product is [CH3:17][Si:18]([CH3:21])([CH3:20])[O:7][CH2:6][C:5]1[CH:8]=[CH:9][C:2]([NH2:1])=[CH:3][CH:4]=1. The yield is 0.950. (5) The reactants are C1([O:7][C:8]2C=CC=CC=2)C=CC=CC=1.[N:14](CCCC)(CCCC)CCCC.[C:27](/[C:29](/[C:36]1[S:37][CH:38]=[CH:39][CH:40]=1)=[CH:30]/C(N=[N+]=[N-])=O)#[N:28].N#N. The catalyst is C(Cl)Cl. The product is [O:7]=[C:8]1[C:40]2[CH:39]=[CH:38][S:37][C:36]=2[C:29]([C:27]#[N:28])=[CH:30][NH:14]1. The yield is 0.760. (6) The reactants are C(OC(=O)[NH:7][C:8]1[S:12][C:11]([CH3:13])=[N:10][C:9]=1[C:14](=[O:23])[NH:15][C:16]1[CH:21]=[CH:20][N:19]=[C:18]([CH3:22])[CH:17]=1)(C)(C)C.C(=O)([O-])[O-].[Na+].[Na+]. The catalyst is FC(F)(F)C(O)=O. The product is [CH3:22][C:18]1[CH:17]=[C:16]([NH:15][C:14]([C:9]2[N:10]=[C:11]([CH3:13])[S:12][C:8]=2[NH2:7])=[O:23])[CH:21]=[CH:20][N:19]=1. The yield is 0.950. (7) The reactants are [C:1]([O:4][C@H:5]1[CH2:9][N:8]([C:10]([O:12][C:13]([CH3:16])([CH3:15])[CH3:14])=[O:11])[C@@H:7]([C:17]([OH:19])=O)[CH2:6]1)(=[O:3])[CH3:2].C(Cl)CCl.C1C=CC2N(O)N=NC=2C=1.[Cl:34][C:35]1[CH:42]=[CH:41][C:38]([CH2:39][NH2:40])=[CH:37][CH:36]=1. The catalyst is C(Cl)Cl. The product is [C:13]([O:12][C:10]([N:8]1[CH2:9][C@H:5]([O:4][C:1](=[O:3])[CH3:2])[CH2:6][C@@H:7]1[C:17](=[O:19])[NH:40][CH2:39][C:38]1[CH:41]=[CH:42][C:35]([Cl:34])=[CH:36][CH:37]=1)=[O:11])([CH3:14])([CH3:15])[CH3:16]. The yield is 0.760.